This data is from Full USPTO retrosynthesis dataset with 1.9M reactions from patents (1976-2016). The task is: Predict the reactants needed to synthesize the given product. (1) Given the product [CH2:26]([O:28][C:29](=[O:46])[CH2:30][C:31]1[CH:36]=[CH:35][C:34]([C:20]2[CH:21]=[CH:22][C:17]([C:16]3[O:15][N:14]=[C:13]([CH3:24])[C:12]=3[NH:11][C:10]([O:9][CH:7]([C:1]3[CH:6]=[CH:5][CH:4]=[CH:3][CH:2]=3)[CH3:8])=[O:25])=[CH:18][CH:19]=2)=[CH:33][CH:32]=1)[CH3:27], predict the reactants needed to synthesize it. The reactants are: [C:1]1([CH:7]([O:9][C:10](=[O:25])[NH:11][C:12]2[C:13]([CH3:24])=[N:14][O:15][C:16]=2[C:17]2[CH:22]=[CH:21][C:20](Br)=[CH:19][CH:18]=2)[CH3:8])[CH:6]=[CH:5][CH:4]=[CH:3][CH:2]=1.[CH2:26]([O:28][C:29](=[O:46])[CH2:30][C:31]1[CH:36]=[CH:35][C:34](B2OC(C)(C)C(C)(C)O2)=[CH:33][CH:32]=1)[CH3:27]. (2) Given the product [CH3:18][S:17][CH2:16][C:15]1[CH:14]=[CH:13][O:12][C:11]=1[CH2:10][NH2:7], predict the reactants needed to synthesize it. The reactants are: [H-].[Li+].[Al+3].[H-].[H-].[H-].[N:7]([CH2:10][C:11]1[O:12][CH:13]=[CH:14][C:15]=1[CH2:16][S:17][CH3:18])=[N+]=[N-].